This data is from Full USPTO retrosynthesis dataset with 1.9M reactions from patents (1976-2016). The task is: Predict the reactants needed to synthesize the given product. (1) Given the product [O:1]1[CH2:5][CH2:4][CH2:3][C@@H:2]1[C:6]1[O:17][C:15](=[O:16])[C:9]2([CH2:10][CH2:11][CH2:12][CH2:13][CH2:14]2)[N:8]=1, predict the reactants needed to synthesize it. The reactants are: [O:1]1[CH2:5][CH2:4][CH2:3][C@@H:2]1[C:6]([NH:8][C:9]1([C:15]([OH:17])=[O:16])[CH2:14][CH2:13][CH2:12][CH2:11][CH2:10]1)=O.C(OC(C1(NC([C@H]2CCCO2)=O)CCCCC1)=O)C1C=CC=CC=1. (2) Given the product [Cl:39][C:28]1[CH:27]=[C:26]([C:31]2[CH:36]=[CH:35][CH:34]=[CH:33][CH:32]=2)[N:25]=[C:24]([CH3:23])[N:29]=1, predict the reactants needed to synthesize it. The reactants are: C(CC(OCC)=O)C1C=CC=CC=1.Cl.C(N)(=N)C.CC[O-].[Na+].[CH3:23][C:24]1[N:29]=[C:28](O)[CH:27]=[C:26]([C:31]2[CH:36]=[CH:35][CH:34]=[CH:33][CH:32]=2)[N:25]=1.O=P(Cl)(Cl)[Cl:39]. (3) Given the product [CH3:2][O:3][C:4]([CH:6]1[CH2:9][N:8]([C:11]2[N:16]=[CH:15][CH:14]=[CH:13][N:12]=2)[CH2:7]1)=[O:5], predict the reactants needed to synthesize it. The reactants are: Cl.[CH3:2][O:3][C:4]([CH:6]1[CH2:9][NH:8][CH2:7]1)=[O:5].Cl[C:11]1[N:16]=[CH:15][CH:14]=[CH:13][N:12]=1. (4) Given the product [CH3:18][C:12]1[C:11]([SiH:21]([C:28]2[CH:29]=[CH:30][CH:31]=[CH:32][CH:33]=2)[C:22]2[CH:27]=[CH:26][CH:25]=[CH:24][CH:23]=2)([CH3:10])[C:15]([CH3:4])=[C:14]([CH3:16])[C:13]=1[CH3:17], predict the reactants needed to synthesize it. The reactants are: [H-].[Na+].N[C:4]1C=CC=CC=1.[CH3:10][C:11]1[CH2:15][C:14]([CH3:16])=[C:13]([CH3:17])[C:12]=1[CH3:18].ClC[SiH:21]([C:28]1[CH:33]=[CH:32][CH:31]=[CH:30][CH:29]=1)[C:22]1[CH:27]=[CH:26][CH:25]=[CH:24][CH:23]=1.C(=O)([O-])O.[Na+].C(=O)([O-])[O-].[Na+].[Na+]. (5) Given the product [F:1][C:2]1[CH:3]=[CH:4][C:5]2[N:6]([C:8]([C:11]3[N:12]=[C:13]([NH:31][CH2:32][CH2:33][N:34]4[CH2:39][CH2:38][O:37][CH2:36][CH2:35]4)[CH:14]=[C:15]([NH:17][C@@H:18]4[CH2:23][CH2:22][CH2:21][NH:20][CH2:19]4)[N:16]=3)=[CH:9][N:10]=2)[CH:7]=1, predict the reactants needed to synthesize it. The reactants are: [F:1][C:2]1[CH:3]=[CH:4][C:5]2[N:6]([C:8]([C:11]3[N:16]=[C:15]([NH:17][C@@H:18]4[CH2:23][CH2:22][CH2:21][N:20](C(OC(C)(C)C)=O)[CH2:19]4)[CH:14]=[C:13]([NH:31][CH2:32][CH2:33][N:34]4[CH2:39][CH2:38][O:37][CH2:36][CH2:35]4)[N:12]=3)=[CH:9][N:10]=2)[CH:7]=1.FC(F)(F)C(O)=O. (6) Given the product [C:33]([NH:36][C:28]1[CH:27]=[C:26]([O:25][C:3]2[C:2]([Cl:1])=[CH:7][C:6]([NH:8][C:9]([C:11]3([C:14]([NH:16][C:17]4[CH:18]=[CH:19][C:20]([F:23])=[CH:21][CH:22]=4)=[O:15])[CH2:12][CH2:13]3)=[O:10])=[C:5]([F:24])[CH:4]=2)[CH:31]=[CH:30][N:29]=1)(=[O:35])[CH3:34], predict the reactants needed to synthesize it. The reactants are: [Cl:1][C:2]1[C:3]([O:25][C:26]2[CH:31]=[CH:30][N:29]=[C:28](Cl)[CH:27]=2)=[CH:4][C:5]([F:24])=[C:6]([NH:8][C:9]([C:11]2([C:14]([NH:16][C:17]3[CH:22]=[CH:21][C:20]([F:23])=[CH:19][CH:18]=3)=[O:15])[CH2:13][CH2:12]2)=[O:10])[CH:7]=1.[C:33]([NH2:36])(=[O:35])[CH3:34].C(=O)([O-])[O-].[Cs+].[Cs+].CC1(C)C2C(=C(P(C3C=CC=CC=3)C3C=CC=CC=3)C=CC=2)OC2C(P(C3C=CC=CC=3)C3C=CC=CC=3)=CC=CC1=2. (7) Given the product [F:1][C:2]([F:7])([F:6])[C:3]([OH:5])=[O:4].[C:28]([C:18]1[N:19]=[C:20]([N:22]2[CH2:23][CH2:24][N:25]([CH2:44][C:45]([NH2:47])=[O:46])[CH2:26][CH2:27]2)[CH:21]=[C:16]([C:13]2[CH:14]=[CH:15][C:10]([O:9][CH3:8])=[C:11]([C:30]([F:31])([F:33])[F:32])[CH:12]=2)[N:17]=1)#[N:29], predict the reactants needed to synthesize it. The reactants are: [F:1][C:2]([F:7])([F:6])[C:3]([OH:5])=[O:4].[CH3:8][O:9][C:10]1[CH:15]=[CH:14][C:13]([C:16]2[CH:21]=[C:20]([N:22]3[CH2:27][CH2:26][NH:25][CH2:24][CH2:23]3)[N:19]=[C:18]([C:28]#[N:29])[N:17]=2)=[CH:12][C:11]=1[C:30]([F:33])([F:32])[F:31].C(N(C(C)C)CC)(C)C.Br[CH2:44][C:45]([NH2:47])=[O:46]. (8) Given the product [Cl:15][C:16]1[CH:22]=[C:21]([S:23]([C:26]([F:27])([F:28])[F:29])(=[O:25])=[O:24])[CH:20]=[CH:19][C:17]=1[NH:18][C:12]([C:3]1[CH:4]=[CH:5][C:6]2[C:11](=[CH:10][CH:9]=[CH:8][CH:7]=2)[C:2]=1[OH:1])=[O:14], predict the reactants needed to synthesize it. The reactants are: [OH:1][C:2]1[C:11]2[C:6](=[CH:7][CH:8]=[CH:9][CH:10]=2)[CH:5]=[CH:4][C:3]=1[C:12]([OH:14])=O.[Cl:15][C:16]1[CH:22]=[C:21]([S:23]([C:26]([F:29])([F:28])[F:27])(=[O:25])=[O:24])[CH:20]=[CH:19][C:17]=1[NH2:18].